This data is from Full USPTO retrosynthesis dataset with 1.9M reactions from patents (1976-2016). The task is: Predict the reactants needed to synthesize the given product. (1) Given the product [CH2:34]([O:28][C:5]1[CH:6]=[C:7]([C:10]2[O:11][CH:12]=[C:13]([CH2:15][NH:16][C:17](=[O:27])[C:18]3[CH:23]=[CH:22][CH:21]=[CH:20][C:19]=3[O:24][CH2:25][CH3:26])[N:14]=2)[CH:8]=[CH:9][C:4]=1[O:3][CH:2]([F:1])[F:29])[CH2:33][CH:32]=[CH2:31], predict the reactants needed to synthesize it. The reactants are: [F:1][CH:2]([F:29])[O:3][C:4]1[CH:9]=[CH:8][C:7]([C:10]2[O:11][CH:12]=[C:13]([CH2:15][NH:16][C:17](=[O:27])[C:18]3[CH:23]=[CH:22][CH:21]=[CH:20][C:19]=3[O:24][CH2:25][CH3:26])[N:14]=2)=[CH:6][C:5]=1[OH:28].Br[CH2:31][CH2:32][CH:33]=[CH2:34]. (2) Given the product [Br:1][C:2]([Br:16])([Br:15])[S:3]([C:6]1[CH:7]=[C:8]([CH:12]=[CH:13][CH:14]=1)[C:9]([Cl:19])=[O:10])(=[O:5])=[O:4], predict the reactants needed to synthesize it. The reactants are: [Br:1][C:2]([Br:16])([Br:15])[S:3]([C:6]1[CH:7]=[C:8]([CH:12]=[CH:13][CH:14]=1)[C:9](O)=[O:10])(=[O:5])=[O:4].S(Cl)([Cl:19])=O.